From a dataset of Forward reaction prediction with 1.9M reactions from USPTO patents (1976-2016). Predict the product of the given reaction. (1) Given the reactants C[O:2][C:3](=[O:37])[CH2:4][CH2:5][CH:6]1[CH:13]2[CH:9]([O:10][CH:11](/[CH:14]=[CH:15]/[C:16]3[CH:21]=[CH:20][CH:19]=[CH:18][CH:17]=3)[O:12]2)[CH:8]([N:22]2[CH:30]=[N:29][C:28]3[C:23]2=[N:24][CH:25]=[N:26][C:27]=3[NH:31][C:32]([NH:34][CH2:35][CH3:36])=[O:33])[O:7]1.O.[OH-].[Li+].C(O)(=O)C, predict the reaction product. The product is: [CH2:35]([NH:34][C:32](=[O:33])[NH:31][C:27]1[N:26]=[CH:25][N:24]=[C:23]2[C:28]=1[N:29]=[CH:30][N:22]2[CH:8]1[CH:9]2[O:10][CH:11](/[CH:14]=[CH:15]/[C:16]3[CH:21]=[CH:20][CH:19]=[CH:18][CH:17]=3)[O:12][CH:13]2[CH:6]([CH2:5][CH2:4][C:3]([OH:37])=[O:2])[O:7]1)[CH3:36]. (2) The product is: [F:10][C:11]([F:24])([F:25])[C:12]1[CH:13]=[C:14]([CH:17]=[C:18]([C:20]([F:23])([F:21])[F:22])[CH:19]=1)[CH2:15][N:5]1[C:6](=[O:8])[CH2:7][S:3][C:4]1=[O:9]. Given the reactants [OH-].[Na+].[S:3]1[CH2:7][C:6](=[O:8])[NH:5][C:4]1=[O:9].[F:10][C:11]([F:25])([F:24])[C:12]1[CH:13]=[C:14]([CH:17]=[C:18]([C:20]([F:23])([F:22])[F:21])[CH:19]=1)[CH2:15]Br.C(O)C, predict the reaction product. (3) The product is: [CH2:1]([N:8]1[C:16]2[C:11](=[CH:12][CH:13]=[CH:14][CH:15]=2)[C:10]([C:17]([C:23]2[CH:28]=[CH:27][CH:26]=[CH:25][CH:24]=2)([OH:22])[C:18]([F:21])([F:19])[F:20])=[CH:9]1)[C:2]1[CH:3]=[CH:4][CH:5]=[CH:6][CH:7]=1. Given the reactants [CH2:1]([N:8]1[C:16]2[C:11](=[CH:12][CH:13]=[CH:14][CH:15]=2)[C:10]([C:17](=[O:22])[C:18]([F:21])([F:20])[F:19])=[CH:9]1)[C:2]1[CH:7]=[CH:6][CH:5]=[CH:4][CH:3]=1.[C:23]1([Mg]Br)[CH:28]=[CH:27][CH:26]=[CH:25][CH:24]=1.[Cl-].[NH4+], predict the reaction product. (4) Given the reactants [NH2:1][CH2:2][C:3]1[CH:4]=[C:5]([C:12]2[NH:16][C:15](=[O:17])[N:14]([C:18]3[CH:23]=[CH:22][C:21]([C:24]([F:27])([F:26])[F:25])=[CH:20][CH:19]=3)[N:13]=2)[C:6]([CH:9]([F:11])[F:10])=[N:7][CH:8]=1.C[O:29][CH2:30][C:31]([CH3:36])([CH3:35])[C:32](O)=[O:33].F[P-](F)(F)(F)(F)F.N1(O[P+](N(C)C)(N(C)C)N(C)C)C2C=CC=CC=2N=N1, predict the reaction product. The product is: [F:10][CH:9]([F:11])[C:6]1[N:7]=[CH:8][C:3]([CH2:2][NH:1][C:30](=[O:29])[C:31]([CH3:36])([CH3:35])[CH2:32][OH:33])=[CH:4][C:5]=1[C:12]1[NH:16][C:15](=[O:17])[N:14]([C:18]2[CH:23]=[CH:22][C:21]([C:24]([F:26])([F:25])[F:27])=[CH:20][CH:19]=2)[N:13]=1. (5) Given the reactants [CH:1]1([C@@H:6]2[NH:11][C:10](=[O:12])[C@H:9]([CH2:13][CH:14]([CH3:16])[CH3:15])[NH:8][CH2:7]2)[CH2:5][CH2:4][CH2:3][CH2:2]1.[S:17]1[CH:21]=[CH:20][CH:19]=[C:18]1[C:22]1[O:26][N:25]=[C:24]([C:27](O)=[O:28])[CH:23]=1.C([C@@H]1N(C(=O)/C=C/C2C=CC=CC=2)C[C@H](CC(C)C)NC1=O)C(C)C, predict the reaction product. The product is: [CH:1]1([C@@H:6]2[NH:11][C:10](=[O:12])[C@H:9]([CH2:13][CH:14]([CH3:16])[CH3:15])[N:8]([C:27]([C:24]3[CH:23]=[C:22]([C:18]4[S:17][CH:21]=[CH:20][CH:19]=4)[O:26][N:25]=3)=[O:28])[CH2:7]2)[CH2:2][CH2:3][CH2:4][CH2:5]1.